This data is from Drug-induced liver injury (DILI) classification data. The task is: Regression/Classification. Given a drug SMILES string, predict its toxicity properties. Task type varies by dataset: regression for continuous values (e.g., LD50, hERG inhibition percentage) or binary classification for toxic/non-toxic outcomes (e.g., AMES mutagenicity, cardiotoxicity, hepatotoxicity). Dataset: dili. (1) The drug is N#CC(C#N)=NNc1ccc(OC(F)(F)F)cc1. The result is 1 (causes liver injury). (2) The drug is CN(C)C(=O)Oc1cc(OC(=O)N(C)C)cc(C(O)CNC(C)(C)C)c1. The result is 0 (no liver injury). (3) The compound is CCc1cccc2c3c([nH]c12)C(CC)(CC(=O)O)OCC3. The result is 1 (causes liver injury). (4) The drug is COCC(=O)OC1(CCN(C)CCCc2nc3ccccc3[nH]2)CCc2cc(F)ccc2C1C(C)C. The result is 0 (no liver injury). (5) The compound is CN1CCN(C(c2ccccc2)c2ccc(Cl)cc2)CC1. The result is 0 (no liver injury). (6) The molecule is Cc1nc([N+](=O)[O-])cn1-c1ccc([N+](=O)[O-])cc1. The result is 1 (causes liver injury). (7) The compound is Nc1nc(NC2CC2)c2ncn(C3C=CC(CO)C3)c2n1. The result is 1 (causes liver injury). (8) The compound is Cc1ccc(NC(=O)c2ccc(CN3CCN(C)CC3)cc2)cc1Nc1nccc(-c2cccnc2)n1. The result is 1 (causes liver injury).